This data is from NCI-60 drug combinations with 297,098 pairs across 59 cell lines. The task is: Regression. Given two drug SMILES strings and cell line genomic features, predict the synergy score measuring deviation from expected non-interaction effect. (1) Drug 1: CCC1=C2CN3C(=CC4=C(C3=O)COC(=O)C4(CC)O)C2=NC5=C1C=C(C=C5)O. Drug 2: CC1=C(C(=O)C2=C(C1=O)N3CC4C(C3(C2COC(=O)N)OC)N4)N. Cell line: SK-MEL-28. Synergy scores: CSS=39.7, Synergy_ZIP=4.05, Synergy_Bliss=6.42, Synergy_Loewe=9.70, Synergy_HSA=9.92. (2) Drug 1: CN1C(=O)N2C=NC(=C2N=N1)C(=O)N. Drug 2: CS(=O)(=O)CCNCC1=CC=C(O1)C2=CC3=C(C=C2)N=CN=C3NC4=CC(=C(C=C4)OCC5=CC(=CC=C5)F)Cl. Cell line: LOX IMVI. Synergy scores: CSS=-5.98, Synergy_ZIP=0.725, Synergy_Bliss=-2.88, Synergy_Loewe=-8.70, Synergy_HSA=-8.00. (3) Drug 1: C1=CC=C(C(=C1)C(C2=CC=C(C=C2)Cl)C(Cl)Cl)Cl. Drug 2: CS(=O)(=O)OCCCCOS(=O)(=O)C. Cell line: SN12C. Synergy scores: CSS=10.9, Synergy_ZIP=-2.95, Synergy_Bliss=-0.934, Synergy_Loewe=1.71, Synergy_HSA=2.30. (4) Drug 1: CCC1=C2CN3C(=CC4=C(C3=O)COC(=O)C4(CC)O)C2=NC5=C1C=C(C=C5)O. Drug 2: CCN(CC)CCNC(=O)C1=C(NC(=C1C)C=C2C3=C(C=CC(=C3)F)NC2=O)C. Cell line: OVCAR-5. Synergy scores: CSS=16.9, Synergy_ZIP=-4.12, Synergy_Bliss=0.614, Synergy_Loewe=-17.6, Synergy_HSA=-0.284. (5) Synergy scores: CSS=41.4, Synergy_ZIP=1.49, Synergy_Bliss=2.52, Synergy_Loewe=-20.6, Synergy_HSA=4.73. Drug 1: C(CC(=O)O)C(=O)CN.Cl. Cell line: CAKI-1. Drug 2: CC1C(C(CC(O1)OC2CC(CC3=C2C(=C4C(=C3O)C(=O)C5=CC=CC=C5C4=O)O)(C(=O)C)O)N)O. (6) Drug 1: C1C(C(OC1N2C=C(C(=O)NC2=O)F)CO)O. Drug 2: C(CCl)NC(=O)N(CCCl)N=O. Cell line: SF-539. Synergy scores: CSS=30.9, Synergy_ZIP=-11.7, Synergy_Bliss=-7.19, Synergy_Loewe=-4.52, Synergy_HSA=-2.06. (7) Drug 1: C1=CC(=CC=C1C#N)C(C2=CC=C(C=C2)C#N)N3C=NC=N3. Drug 2: C1CC(C1)(C(=O)O)C(=O)O.[NH2-].[NH2-].[Pt+2]. Cell line: EKVX. Synergy scores: CSS=5.24, Synergy_ZIP=1.94, Synergy_Bliss=8.49, Synergy_Loewe=3.09, Synergy_HSA=2.71.